Dataset: Forward reaction prediction with 1.9M reactions from USPTO patents (1976-2016). Task: Predict the product of the given reaction. (1) Given the reactants [CH2:1]([O:5][C:6]1[CH:13]=[CH:12][C:9]([CH:10]=O)=[CH:8][CH:7]=1)[CH2:2][CH2:3][CH3:4].[CH3:14][C:15]([C:17]1[CH:22]=[C:21]([O:23][CH3:24])[C:20]([O:25][CH3:26])=[C:19]([O:27][CH3:28])[CH:18]=1)=[O:16].[OH-].[Na+], predict the reaction product. The product is: [CH2:1]([O:5][C:6]1[CH:13]=[CH:12][C:9](/[CH:10]=[CH:14]/[C:15]([C:17]2[CH:18]=[C:19]([O:27][CH3:28])[C:20]([O:25][CH3:26])=[C:21]([O:23][CH3:24])[CH:22]=2)=[O:16])=[CH:8][CH:7]=1)[CH2:2][CH2:3][CH3:4]. (2) Given the reactants [CH2:1]([O:5][C:6]1[CH:11]=[CH:10][CH:9]=[CH:8][C:7]=1[C:12](=O)/[CH:13]=[CH:14]/[C:15]1[CH:16]=[C:17]2[C:21](=[CH:22][CH:23]=1)[NH:20][N:19]=[C:18]2[CH3:24])[CH:2]([CH3:4])[CH3:3].N1([CH2:35][C:36]([NH2:38])=[O:37])C2C=CC=CC=2N=N1.[OH-].[Na+], predict the reaction product. The product is: [CH3:24][C:18]1[C:17]2[C:21](=[CH:22][CH:23]=[C:15]([C:14]3[CH:13]=[C:12]([C:7]4[CH:8]=[CH:9][CH:10]=[CH:11][C:6]=4[O:5][CH2:1][CH:2]([CH3:4])[CH3:3])[NH:38][C:36](=[O:37])[CH:35]=3)[CH:16]=2)[NH:20][N:19]=1. (3) Given the reactants [Br:1][C:2]1[C:3]([C:12]2[CH:17]=[CH:16][CH:15]=[CH:14][CH:13]=2)=[N:4][N:5]2[C:10](Cl)=[CH:9][CH:8]=[N:7][C:6]=12.[NH:18]1[CH2:22][CH2:21][CH2:20][CH2:19]1, predict the reaction product. The product is: [Br:1][C:2]1[C:3]([C:12]2[CH:17]=[CH:16][CH:15]=[CH:14][CH:13]=2)=[N:4][N:5]2[C:10]([N:18]3[CH2:22][CH2:21][CH2:20][CH2:19]3)=[CH:9][CH:8]=[N:7][C:6]=12. (4) Given the reactants [Cl:1][C:2]1[CH:7]=[CH:6][CH:5]=[CH:4][C:3]=1[C:8]1[C:9]2[CH:21]=[CH:20][C:19](=[O:22])[N:18]([C:23]3[CH:28]=[CH:27][CH:26]=[CH:25][C:24]=3[Cl:29])[C:10]=2[N:11]=[C:12](S(C)(=O)=O)[N:13]=1.[NH2:30][CH2:31][CH2:32][OH:33], predict the reaction product. The product is: [Cl:1][C:2]1[CH:7]=[CH:6][CH:5]=[CH:4][C:3]=1[C:8]1[C:9]2[CH:21]=[CH:20][C:19](=[O:22])[N:18]([C:23]3[CH:28]=[CH:27][CH:26]=[CH:25][C:24]=3[Cl:29])[C:10]=2[N:11]=[C:12]([NH:30][CH2:31][CH2:32][OH:33])[N:13]=1. (5) Given the reactants Cl[CH2:2][CH2:3][CH2:4][CH2:5][O:6][C:7]1[CH:8]=[CH:9][C:10]2[CH2:16][CH2:15][NH:14][C:13](=[O:17])[NH:12][C:11]=2[CH:18]=1.Cl.[F:20][C:21]1[CH:30]=[CH:29][CH:28]=[C:27]2[C:22]=1[CH:23]=[CH:24][CH:25]=[C:26]2[N:31]1[CH2:36][CH2:35][NH:34][CH2:33][CH2:32]1.[I-].[K+].C(=O)([O-])[O-].[Na+].[Na+].Cl, predict the reaction product. The product is: [F:20][C:21]1[CH:30]=[CH:29][CH:28]=[C:27]2[C:22]=1[CH:23]=[CH:24][CH:25]=[C:26]2[N:31]1[CH2:32][CH2:33][N:34]([CH2:2][CH2:3][CH2:4][CH2:5][O:6][C:7]2[CH:8]=[CH:9][C:10]3[CH2:16][CH2:15][NH:14][C:13](=[O:17])[NH:12][C:11]=3[CH:18]=2)[CH2:35][CH2:36]1.